This data is from Full USPTO retrosynthesis dataset with 1.9M reactions from patents (1976-2016). The task is: Predict the reactants needed to synthesize the given product. (1) Given the product [C:1]([O:5][C:6]([N:8]1[CH2:13][CH2:12][CH:11]([CH2:14][CH2:15][CH2:16][CH2:17][C:18]2[CH:23]=[CH:22][C:21]([NH:24][S:34]([CH2:32][CH3:33])(=[O:36])=[O:35])=[CH:20][CH:19]=2)[CH2:10][CH2:9]1)=[O:7])([CH3:4])([CH3:2])[CH3:3], predict the reactants needed to synthesize it. The reactants are: [C:1]([O:5][C:6]([N:8]1[CH2:13][CH2:12][CH:11]([CH2:14][CH2:15][CH2:16][CH2:17][C:18]2[CH:23]=[CH:22][C:21]([NH2:24])=[CH:20][CH:19]=2)[CH2:10][CH2:9]1)=[O:7])([CH3:4])([CH3:3])[CH3:2].CCN(CC)CC.[CH2:32]([S:34](Cl)(=[O:36])=[O:35])[CH3:33]. (2) Given the product [C:1]1([C:29]2[CH:34]=[CH:33][CH:32]=[CH:31][CH:30]=2)[CH:6]=[CH:5][C:4]([C:7]2[C:27]([Cl:28])=[CH:26][C:10]3[N:11]([CH2:18][O:19][CH2:20][CH2:21][Si:22]([CH3:25])([CH3:24])[CH3:23])[C:12]([O:35][CH:36]4[CH2:40][CH2:39][CH:38]([C:41]([O:43][CH2:44][CH3:45])=[O:42])[CH2:37]4)=[N:13][C:9]=3[CH:8]=2)=[CH:3][CH:2]=1, predict the reactants needed to synthesize it. The reactants are: [C:1]1([C:29]2[CH:34]=[CH:33][CH:32]=[CH:31][CH:30]=2)[CH:6]=[CH:5][C:4]([C:7]2[C:27]([Cl:28])=[CH:26][C:10]3[N:11]([CH2:18][O:19][CH2:20][CH2:21][Si:22]([CH3:25])([CH3:24])[CH3:23])[C:12](S(C)(=O)=O)=[N:13][C:9]=3[CH:8]=2)=[CH:3][CH:2]=1.[OH:35][CH:36]1[CH2:40][CH2:39][CH:38]([C:41]([O:43][CH2:44][CH3:45])=[O:42])[CH2:37]1.